Task: Predict the reactants needed to synthesize the given product.. Dataset: Full USPTO retrosynthesis dataset with 1.9M reactions from patents (1976-2016) The reactants are: C([P:3]([CH2:6][CH2:7][C:8]1[CH:13]=[CH:12][C:11]([N+:14]([O-:16])=[O:15])=[C:10]([O:17][CH3:18])[CH:9]=1)(=[O:5])[O-:4])C. Given the product [CH3:18][O:17][C:10]1[CH:9]=[C:8]([CH:13]=[CH:12][C:11]=1[N+:14]([O-:16])=[O:15])[CH2:7][CH2:6][PH:3](=[O:4])[OH:5], predict the reactants needed to synthesize it.